From a dataset of Full USPTO retrosynthesis dataset with 1.9M reactions from patents (1976-2016). Predict the reactants needed to synthesize the given product. Given the product [C:1]([N:5]1[C:9](=[O:10])[C:8]([NH:28][C:27]2[CH:26]=[CH:25][C:24]([O:23][CH:20]([CH3:22])[CH3:21])=[CH:30][CH:29]=2)=[C:7]([C:12]2[CH:17]=[CH:16][CH:15]=[CH:14][CH:13]=2)[S:6]1(=[O:19])=[O:18])([CH3:4])([CH3:3])[CH3:2], predict the reactants needed to synthesize it. The reactants are: [C:1]([N:5]1[C:9](=[O:10])[C:8](Cl)=[C:7]([C:12]2[CH:17]=[CH:16][CH:15]=[CH:14][CH:13]=2)[S:6]1(=[O:19])=[O:18])([CH3:4])([CH3:3])[CH3:2].[CH:20]([O:23][C:24]1[CH:30]=[CH:29][C:27]([NH2:28])=[CH:26][CH:25]=1)([CH3:22])[CH3:21].